This data is from Peptide-MHC class II binding affinity with 134,281 pairs from IEDB. The task is: Regression. Given a peptide amino acid sequence and an MHC pseudo amino acid sequence, predict their binding affinity value. This is MHC class II binding data. The peptide sequence is CGGTGKNTIVIPKGD. The MHC is DRB1_1201 with pseudo-sequence DRB1_1201. The binding affinity (normalized) is 0.0695.